Dataset: Full USPTO retrosynthesis dataset with 1.9M reactions from patents (1976-2016). Task: Predict the reactants needed to synthesize the given product. (1) Given the product [Cl:1][C:2]1[CH:3]=[CH:4][C:5]([O:23][CH2:24][C:25]2[CH:30]=[CH:29][C:28]([C:31]([F:34])([F:33])[F:32])=[CH:27][CH:26]=2)=[C:6]([C:8]2([F:41])[C:16]3[C:11](=[CH:12][C:13]([C:17]([F:20])([F:19])[F:18])=[CH:14][CH:15]=3)[NH:10][C:9]2=[O:21])[CH:7]=1, predict the reactants needed to synthesize it. The reactants are: [Cl:1][C:2]1[CH:3]=[CH:4][C:5]([O:23][CH2:24][C:25]2[CH:30]=[CH:29][C:28]([C:31]([F:34])([F:33])[F:32])=[CH:27][CH:26]=2)=[C:6]([C:8]2(O)[C:16]3[C:11](=[CH:12][C:13]([C:17]([F:20])([F:19])[F:18])=[CH:14][CH:15]=3)[NH:10][C:9]2=[O:21])[CH:7]=1.C(N(S(F)(F)[F:41])CC)C. (2) Given the product [Cl:1][C:2]1[CH:3]=[C:4]([S:8]([N:11]2[CH:15]=[C:14]3[CH:16]([N:19]([CH2:35][C:36]4[O:37][C:38](=[O:42])[O:39][C:40]=4[CH3:41])[CH3:20])[CH2:17][CH2:18][C:13]3=[C:12]2[C:21]2[CH:26]=[CH:25][CH:24]=[CH:23][C:22]=2[F:27])(=[O:10])=[O:9])[CH:5]=[CH:6][CH:7]=1, predict the reactants needed to synthesize it. The reactants are: [Cl:1][C:2]1[CH:3]=[C:4]([S:8]([N:11]2[CH:15]=[C:14]3[CH:16]([NH:19][CH3:20])[CH2:17][CH2:18][C:13]3=[C:12]2[C:21]2[CH:26]=[CH:25][CH:24]=[CH:23][C:22]=2[F:27])(=[O:10])=[O:9])[CH:5]=[CH:6][CH:7]=1.C(=O)([O-])[O-].[Na+].[Na+].Cl[CH2:35][C:36]1[O:37][C:38](=[O:42])[O:39][C:40]=1[CH3:41].O. (3) Given the product [F:22][C:9]1([F:8])[C:18]2[C:13](=[CH:14][CH:15]=[C:16]([F:19])[CH:17]=2)[C:12]([CH:3]([CH3:5])[CH3:4])([OH:20])[CH:11]([OH:21])[CH2:10]1, predict the reactants needed to synthesize it. The reactants are: C[Li].[CH:3]([Mg]Cl)([CH3:5])[CH3:4].[F:8][C:9]1([F:22])[C:18]2[C:13](=[CH:14][CH:15]=[C:16]([F:19])[CH:17]=2)[C:12](=[O:20])[CH:11]([OH:21])[CH2:10]1. (4) Given the product [F:19][C:20]([F:31])([F:30])[C:21](=[O:22])[CH2:6][C:7]([C:10]1[CH:15]=[C:14]([CH3:16])[CH:13]=[CH:12][C:11]=1[O:17][CH3:18])([CH3:9])[CH3:8], predict the reactants needed to synthesize it. The reactants are: BrC(Br)C.Cl[CH2:6][C:7]([C:10]1[CH:15]=[C:14]([CH3:16])[CH:13]=[CH:12][C:11]=1[O:17][CH3:18])([CH3:9])[CH3:8].[F:19][C:20]([F:31])([F:30])[C:21](O[C:21](=[O:22])[C:20]([F:31])([F:30])[F:19])=[O:22].Cl. (5) Given the product [CH2:40]([O:39][C:38]([NH:37][C@H:36]1[CH2:35][O:34][C@H:33]1[CH2:32][O:30][C:8]1[N:9]=[C:10]2[C:5](=[CH:6][CH:7]=1)[N:4]=[CH:3][C:2]([F:1])=[C:11]2[CH2:12][CH2:13][C:14]12[CH2:19][CH2:18][C:17]([NH:22][C:23](=[O:29])[O:24][C:25]([CH3:27])([CH3:26])[CH3:28])([CH2:20][CH2:21]1)[CH2:16][O:15]2)=[O:47])[C:41]1[CH:42]=[CH:43][CH:44]=[CH:45][CH:46]=1, predict the reactants needed to synthesize it. The reactants are: [F:1][C:2]1[CH:3]=[N:4][C:5]2[C:10]([C:11]=1[CH2:12][CH2:13][C:14]13[CH2:21][CH2:20][C:17]([NH:22][C:23](=[O:29])[O:24][C:25]([CH3:28])([CH3:27])[CH3:26])([CH2:18][CH2:19]1)[CH2:16][O:15]3)=[N:9][C:8]([OH:30])=[CH:7][CH:6]=2.Br[CH2:32][C@H:33]1[C@@H:36]([NH:37][C:38](=[O:47])[O:39][CH2:40][C:41]2[CH:46]=[CH:45][CH:44]=[CH:43][CH:42]=2)[CH2:35][O:34]1. (6) Given the product [Br:26][C:27]1[CH:28]=[CH:29][C:30]([O:5][CH2:6][CH:7]2[CH2:12][CH2:11][N:10]([C:13]([O:15][C:16]([CH3:19])([CH3:18])[CH3:17])=[O:14])[CH2:9][CH2:8]2)=[C:31]([CH:32]=[O:33])[CH:34]=1, predict the reactants needed to synthesize it. The reactants are: CS([O:5][CH2:6][CH:7]1[CH2:12][CH2:11][N:10]([C:13]([O:15][C:16]([CH3:19])([CH3:18])[CH3:17])=[O:14])[CH2:9][CH2:8]1)(=O)=O.C([O-])([O-])=O.[K+].[K+].[Br:26][C:27]1[CH:28]=[CH:29][C:30](O)=[C:31]([CH:34]=1)[CH:32]=[O:33].O. (7) Given the product [CH3:1][C:2]1([CH3:33])[CH2:11][CH:10]=[C:9]([C:12]2[CH:13]=[C:14]([CH3:19])[CH:15]=[C:16]([CH3:18])[CH:17]=2)[C:8]2[CH:7]=[C:6]([C:20]#[C:21][C:22]3[CH:23]=[CH:24][C:25]([C:26]([OH:28])=[O:27])=[CH:31][CH:32]=3)[CH:5]=[CH:4][C:3]1=2, predict the reactants needed to synthesize it. The reactants are: [CH3:1][C:2]1([CH3:33])[CH2:11][CH:10]=[C:9]([C:12]2[CH:17]=[C:16]([CH3:18])[CH:15]=[C:14]([CH3:19])[CH:13]=2)[C:8]2[CH:7]=[C:6]([C:20]#[C:21][C:22]3[CH:32]=[CH:31][C:25]([C:26]([O:28]CC)=[O:27])=[CH:24][CH:23]=3)[CH:5]=[CH:4][C:3]1=2.[OH-].[Na+].Cl.